Dataset: Forward reaction prediction with 1.9M reactions from USPTO patents (1976-2016). Task: Predict the product of the given reaction. (1) Given the reactants Cl[C:2]1[CH:7]=[C:6]([C:8]2[CH:13]=[CH:12][CH:11]=[CH:10][CH:9]=2)[N:5]=[CH:4][N:3]=1.[CH2:14]([OH:17])[C:15]#[CH:16].[H-].[Na+].O, predict the reaction product. The product is: [C:8]1([C:6]2[CH:7]=[C:2]([O:17][CH2:14][C:15]#[CH:16])[N:3]=[CH:4][N:5]=2)[CH:13]=[CH:12][CH:11]=[CH:10][CH:9]=1. (2) Given the reactants Cl[CH2:2][C:3]1[CH:8]=[CH:7][C:6]([C:9]2[NH:26][C:12]3[N:13]=[CH:14][N:15]=[C:16]([NH:17][C@@H:18]([C:20]4[CH:25]=[CH:24][CH:23]=[CH:22][CH:21]=4)[CH3:19])[C:11]=3[CH:10]=2)=[CH:5][CH:4]=1.[C:27]([N:34]1[CH2:39][CH2:38][NH:37][CH2:36][CH2:35]1)([O:29][C:30]([CH3:33])([CH3:32])[CH3:31])=[O:28].C(=O)([O-])[O-].[K+].[K+], predict the reaction product. The product is: [C:30]([O:29][C:27]([N:34]1[CH2:39][CH2:38][N:37]([CH2:2][C:3]2[CH:8]=[CH:7][C:6]([C:9]3[NH:26][C:12]4[N:13]=[CH:14][N:15]=[C:16]([NH:17][C@@H:18]([C:20]5[CH:25]=[CH:24][CH:23]=[CH:22][CH:21]=5)[CH3:19])[C:11]=4[CH:10]=3)=[CH:5][CH:4]=2)[CH2:36][CH2:35]1)=[O:28])([CH3:33])([CH3:31])[CH3:32]. (3) Given the reactants [CH2:1]([O:8][C:9]1[CH:14]=[CH:13][C:12](B(O)O)=[C:11]([O:18][C:19]([F:22])([F:21])[F:20])[CH:10]=1)[C:2]1[CH:7]=[CH:6][CH:5]=[CH:4][CH:3]=1.Cl[C:24]1[N:29]=[N:28][C:27]([N:30]([CH3:41])[CH:31]2[CH2:36][C:35]([CH3:38])([CH3:37])[NH:34][C:33]([CH3:40])([CH3:39])[CH2:32]2)=[CH:26][CH:25]=1, predict the reaction product. The product is: [CH2:1]([O:8][C:9]1[CH:14]=[CH:13][C:12]([C:24]2[N:29]=[N:28][C:27]([N:30]([CH3:41])[CH:31]3[CH2:36][C:35]([CH3:37])([CH3:38])[NH:34][C:33]([CH3:40])([CH3:39])[CH2:32]3)=[CH:26][CH:25]=2)=[C:11]([O:18][C:19]([F:22])([F:21])[F:20])[CH:10]=1)[C:2]1[CH:7]=[CH:6][CH:5]=[CH:4][CH:3]=1.